Dataset: Full USPTO retrosynthesis dataset with 1.9M reactions from patents (1976-2016). Task: Predict the reactants needed to synthesize the given product. (1) Given the product [I-:1].[C:4]([CH2:3][CH2:2][N+:7]1[C:16]2[C:11](=[CH:12][CH:13]=[CH:14][CH:15]=2)[CH:10]=[CH:9][CH:8]=1)([OH:6])=[O:5], predict the reactants needed to synthesize it. The reactants are: [I:1][CH2:2][CH2:3][C:4]([OH:6])=[O:5].[N:7]1[C:16]2[C:11](=[CH:12][CH:13]=[CH:14][CH:15]=2)[CH:10]=[CH:9][CH:8]=1. (2) Given the product [CH3:1][O:2][C:3]1[CH:4]=[CH:5][C:6]([N:9]2[CH2:14][CH2:13][N:12]([CH2:17][CH2:16][C:15]#[N:18])[CH2:11][CH2:10]2)=[CH:7][CH:8]=1, predict the reactants needed to synthesize it. The reactants are: [CH3:1][O:2][C:3]1[CH:8]=[CH:7][C:6]([N:9]2[CH2:14][CH2:13][NH:12][CH2:11][CH2:10]2)=[CH:5][CH:4]=1.[C:15](#[N:18])[CH:16]=[CH2:17]. (3) Given the product [C:17]([O:19][C@@H:10]1[CH2:15][CH2:14][CH2:13][CH2:12][C@H:11]1[I:1])(=[O:18])[CH3:16], predict the reactants needed to synthesize it. The reactants are: [I:1]N1C(C)(C)COC1=O.[CH:10]1[CH2:15][CH2:14][CH2:13][CH2:12][CH:11]=1.[CH3:16][C:17]([OH:19])=[O:18]. (4) Given the product [OH:17][C:18]1([C:2]2[CH:7]=[CH:6][CH:5]=[CH:4][C:3]=2[C:8]([F:11])([F:10])[F:9])[CH2:22][CH2:21][CH2:20][N:19]1[C:23]([O:25][C:26]([CH3:29])([CH3:28])[CH3:27])=[O:24], predict the reactants needed to synthesize it. The reactants are: Br[C:2]1[CH:7]=[CH:6][CH:5]=[CH:4][C:3]=1[C:8]([F:11])([F:10])[F:9].[Li]CCCC.[O:17]=[C:18]1[CH2:22][CH2:21][CH2:20][N:19]1[C:23]([O:25][C:26]([CH3:29])([CH3:28])[CH3:27])=[O:24]. (5) Given the product [ClH:3].[CH3:4][O:5][C:6]1[CH:7]=[C:8]([CH:24]=[CH:25][C:26]=1[O:27][CH3:28])[CH2:9][CH2:10][O:11][C@H:12]1[CH2:17][CH2:16][CH2:15][CH2:14][C@@H:13]1[N:18]1[CH2:22][CH2:21][CH:20]([OH:23])[CH2:19]1, predict the reactants needed to synthesize it. The reactants are: [BH4-].[Na+].[ClH:3].[CH3:4][O:5][C:6]1[CH:7]=[C:8]([CH:24]=[CH:25][C:26]=1[O:27][CH3:28])[CH2:9][CH2:10][O:11][C@H:12]1[CH2:17][CH2:16][CH2:15][CH2:14][C@@H:13]1[N:18]1[CH2:22][CH2:21][C:20](=[O:23])[CH2:19]1.Cl. (6) The reactants are: [Br:1][C:2]1[CH:7]=[CH:6][C:5]([C@H:8]([C:19]2[CH:24]=[CH:23][CH:22]=[CH:21][C:20]=2[CH3:25])[CH2:9][C:10](=O)[CH2:11][C:12]2[CH:17]=[CH:16][N:15]=[CH:14][CH:13]=2)=[CH:4][CH:3]=1.Cl.[NH2:27][OH:28].C(=O)([O-])O.[Na+]. Given the product [Br:1][C:2]1[CH:7]=[CH:6][C:5]([C@H:8]([C:19]2[CH:24]=[CH:23][CH:22]=[CH:21][C:20]=2[CH3:25])[CH2:9]/[C:10](=[N:27]/[OH:28])/[CH2:11][C:12]2[CH:17]=[CH:16][N:15]=[CH:14][CH:13]=2)=[CH:4][CH:3]=1, predict the reactants needed to synthesize it. (7) The reactants are: Cl[C:2]1[N:7]=[C:6]([N:8]2[CH2:13][CH2:12][CH2:11][C@@H:10]([NH:14][C:15](=[O:19])[N:16]([CH3:18])[CH3:17])[CH2:9]2)[CH:5]=[N:4][C:3]=1[C:20]#[N:21].[NH2:22][C:23]1[CH:24]=[N:25][N:26]([CH:28]2[CH2:33][CH2:32][N:31]([C:34]([O:36][C:37]([CH3:40])([CH3:39])[CH3:38])=[O:35])[CH2:30][CH2:29]2)[CH:27]=1.C(=O)([O-])[O-].[Cs+].[Cs+].C1C=CC(P(C2C(C3C(P(C4C=CC=CC=4)C4C=CC=CC=4)=CC=C4C=3C=CC=C4)=C3C(C=CC=C3)=CC=2)C2C=CC=CC=2)=CC=1. Given the product [C:20]([C:3]1[C:2]([NH:22][C:23]2[CH:24]=[N:25][N:26]([CH:28]3[CH2:29][CH2:30][N:31]([C:34]([O:36][C:37]([CH3:40])([CH3:39])[CH3:38])=[O:35])[CH2:32][CH2:33]3)[CH:27]=2)=[N:7][C:6]([N:8]2[CH2:13][CH2:12][CH2:11][C@@H:10]([NH:14][C:15]([N:16]([CH3:18])[CH3:17])=[O:19])[CH2:9]2)=[CH:5][N:4]=1)#[N:21], predict the reactants needed to synthesize it.